Task: Regression. Given two drug SMILES strings and cell line genomic features, predict the synergy score measuring deviation from expected non-interaction effect.. Dataset: NCI-60 drug combinations with 297,098 pairs across 59 cell lines (1) Drug 1: CC(CN1CC(=O)NC(=O)C1)N2CC(=O)NC(=O)C2. Drug 2: C1=NC2=C(N1)C(=S)N=CN2. Cell line: RPMI-8226. Synergy scores: CSS=39.7, Synergy_ZIP=-8.73, Synergy_Bliss=-13.9, Synergy_Loewe=-30.0, Synergy_HSA=-12.0. (2) Drug 1: C1=CC(=CC=C1CCC2=CNC3=C2C(=O)NC(=N3)N)C(=O)NC(CCC(=O)O)C(=O)O. Drug 2: CN1C2=C(C=C(C=C2)N(CCCl)CCCl)N=C1CCCC(=O)O.Cl. Cell line: HS 578T. Synergy scores: CSS=5.45, Synergy_ZIP=-7.94, Synergy_Bliss=-8.79, Synergy_Loewe=-12.4, Synergy_HSA=-7.31. (3) Drug 1: C1=CC(=C2C(=C1NCCNCCO)C(=O)C3=C(C=CC(=C3C2=O)O)O)NCCNCCO. Drug 2: C1=CC(=CC=C1CC(C(=O)O)N)N(CCCl)CCCl.Cl. Cell line: NCIH23. Synergy scores: CSS=66.0, Synergy_ZIP=-1.80, Synergy_Bliss=2.61, Synergy_Loewe=-17.4, Synergy_HSA=4.85. (4) Drug 1: C1CC(=O)NC(=O)C1N2C(=O)C3=CC=CC=C3C2=O. Drug 2: CC(C)NC(=O)C1=CC=C(C=C1)CNNC.Cl. Cell line: SF-268. Synergy scores: CSS=-1.20, Synergy_ZIP=1.43, Synergy_Bliss=-0.333, Synergy_Loewe=1.44, Synergy_HSA=-2.99.